Dataset: Catalyst prediction with 721,799 reactions and 888 catalyst types from USPTO. Task: Predict which catalyst facilitates the given reaction. Reactant: [Cl:1][C:2]1[CH:3]=[C:4]([CH:14]=[CH:15][C:16]=1[Cl:17])[CH2:5][N:6]1[CH2:11][CH2:10][CH:9]([CH2:12][NH2:13])[CH2:8][CH2:7]1.[C:18]([N:25]1[CH:29]=[CH:28][N:27]=C1)(N1C=CN=C1)=[S:19].N1C=CN=C1.[N+]([C:38]1[C:39](N)=C(N)C=[CH:42][CH:43]=1)([O-])=O. Product: [NH2:27][C:28]1[CH:42]=[CH:43][CH:38]=[CH:39][C:29]=1[NH:25][C:18]([NH:13][CH2:12][CH:9]1[CH2:10][CH2:11][N:6]([CH2:5][C:4]2[CH:14]=[CH:15][C:16]([Cl:17])=[C:2]([Cl:1])[CH:3]=2)[CH2:7][CH2:8]1)=[S:19]. The catalyst class is: 10.